From a dataset of Reaction yield outcomes from USPTO patents with 853,638 reactions. Predict the reaction yield, written as a fraction of the theoretical maximum amount of product (1.0 means a 100% yield; for example, 0.34 means a 34% yield). (1) The reactants are [CH2:1]([CH:5]1[CH2:10][CH2:9][NH:8][CH2:7][CH2:6]1)[CH2:2][CH2:3][CH3:4].[CH3:11][O:12][C:13](=[O:18])[CH2:14][CH2:15][CH2:16]Br.C(=O)([O-])[O-].[K+].[K+]. The catalyst is C(#N)C. The product is [CH3:11][O:12][C:13](=[O:18])[CH2:14][CH2:15][CH2:16][N:8]1[CH2:9][CH2:10][CH:5]([CH2:1][CH2:2][CH2:3][CH3:4])[CH2:6][CH2:7]1. The yield is 0.940. (2) The yield is 0.380. The reactants are Br[C:2]1[CH:3]=[CH:4][C:5]([F:26])=[C:6]([C:8]2([C:19]3[CH:24]=[CH:23][N:22]=[C:21]([CH3:25])[CH:20]=3)[C:16]3[C:11](=[C:12]([F:17])[CH:13]=[CH:14][CH:15]=3)[C:10]([NH2:18])=[N:9]2)[CH:7]=1.[C:27]([C:29]1[CH:30]=[C:31](B(O)O)[CH:32]=[N:33][CH:34]=1)#[N:28]. No catalyst specified. The product is [NH2:18][C:10]1[C:11]2[C:16](=[CH:15][CH:14]=[CH:13][C:12]=2[F:17])[C:8]([C:6]2[CH:7]=[C:2]([C:31]3[CH:32]=[N:33][CH:34]=[C:29]([CH:30]=3)[C:27]#[N:28])[CH:3]=[CH:4][C:5]=2[F:26])([C:19]2[CH:24]=[CH:23][N:22]=[C:21]([CH3:25])[CH:20]=2)[N:9]=1. (3) The reactants are [CH:1]([N:4]1[CH2:9][CH2:8][N:7]([CH:10]2[CH2:13][N:12]([C:14]3[CH:23]=[C:22]4[C:17]([CH:18]=[CH:19][C:20](=O)[NH:21]4)=[N:16][CH:15]=3)[CH2:11]2)[CH2:6][CH2:5]1)([CH3:3])[CH3:2].O=P(Cl)(Cl)[Cl:27]. No catalyst specified. The product is [Cl:27][C:20]1[CH:19]=[CH:18][C:17]2[C:22](=[CH:23][C:14]([N:12]3[CH2:13][CH:10]([N:7]4[CH2:8][CH2:9][N:4]([CH:1]([CH3:3])[CH3:2])[CH2:5][CH2:6]4)[CH2:11]3)=[CH:15][N:16]=2)[N:21]=1. The yield is 0.337. (4) The reactants are [CH3:1][NH:2][CH3:3].CS(O[CH2:9][CH2:10][CH2:11][CH:12]([NH:20]C(OC(C)(C)C)=O)[C:13]1[CH:18]=[CH:17][C:16]([Cl:19])=[CH:15][CH:14]=1)(=O)=O. The catalyst is C1COCC1. The product is [Cl:19][C:16]1[CH:15]=[CH:14][C:13]([CH:12]([NH2:20])[CH2:11][CH2:10][CH2:9][N:2]([CH3:3])[CH3:1])=[CH:18][CH:17]=1. The yield is 0.870. (5) The reactants are [NH2:1][CH2:2][C@H:3]1[CH2:8][CH2:7][C@H:6]([N:9]2[C:13]3=[C:14]4[S:20][CH:19]=[CH:18][C:15]4=[N:16][CH:17]=[C:12]3[N:11]=[C:10]2[CH2:21][C:22]#[N:23])[CH2:5][CH2:4]1.C(N(CC)CC)C.Cl[C:32]([O:34][CH:35]([CH3:37])[CH3:36])=[O:33]. The catalyst is C(Cl)Cl.C1(C)C=CC=CC=1. The product is [C:22]([CH2:21][C:10]1[N:9]([C@H:6]2[CH2:7][CH2:8][C@H:3]([CH2:2][NH:1][C:32](=[O:33])[O:34][CH:35]([CH3:37])[CH3:36])[CH2:4][CH2:5]2)[C:13]2=[C:14]3[S:20][CH:19]=[CH:18][C:15]3=[N:16][CH:17]=[C:12]2[N:11]=1)#[N:23]. The yield is 0.120.